Dataset: NCI-60 drug combinations with 297,098 pairs across 59 cell lines. Task: Regression. Given two drug SMILES strings and cell line genomic features, predict the synergy score measuring deviation from expected non-interaction effect. (1) Drug 1: C1CCN(CC1)CCOC2=CC=C(C=C2)C(=O)C3=C(SC4=C3C=CC(=C4)O)C5=CC=C(C=C5)O. Drug 2: CCC1(CC2CC(C3=C(CCN(C2)C1)C4=CC=CC=C4N3)(C5=C(C=C6C(=C5)C78CCN9C7C(C=CC9)(C(C(C8N6C)(C(=O)OC)O)OC(=O)C)CC)OC)C(=O)OC)O.OS(=O)(=O)O. Cell line: RXF 393. Synergy scores: CSS=36.4, Synergy_ZIP=-2.63, Synergy_Bliss=3.09, Synergy_Loewe=-36.9, Synergy_HSA=4.94. (2) Drug 1: CC1=C(C=C(C=C1)NC2=NC=CC(=N2)N(C)C3=CC4=NN(C(=C4C=C3)C)C)S(=O)(=O)N.Cl. Drug 2: CCC1=C2CN3C(=CC4=C(C3=O)COC(=O)C4(CC)O)C2=NC5=C1C=C(C=C5)O. Cell line: UACC62. Synergy scores: CSS=29.5, Synergy_ZIP=-0.545, Synergy_Bliss=-2.16, Synergy_Loewe=-39.6, Synergy_HSA=-2.57. (3) Drug 1: CC12CCC(CC1=CCC3C2CCC4(C3CC=C4C5=CN=CC=C5)C)O. Drug 2: C1=CC(=CC=C1CCC2=CNC3=C2C(=O)NC(=N3)N)C(=O)NC(CCC(=O)O)C(=O)O. Cell line: HT29. Synergy scores: CSS=41.8, Synergy_ZIP=0.781, Synergy_Bliss=1.08, Synergy_Loewe=-7.48, Synergy_HSA=2.68. (4) Drug 1: CC1=C2C(C(=O)C3(C(CC4C(C3C(C(C2(C)C)(CC1OC(=O)C(C(C5=CC=CC=C5)NC(=O)OC(C)(C)C)O)O)OC(=O)C6=CC=CC=C6)(CO4)OC(=O)C)OC)C)OC. Drug 2: C1=CC=C(C(=C1)C(C2=CC=C(C=C2)Cl)C(Cl)Cl)Cl. Cell line: NCI-H522. Synergy scores: CSS=53.5, Synergy_ZIP=3.94, Synergy_Bliss=5.43, Synergy_Loewe=-18.9, Synergy_HSA=6.16. (5) Drug 1: CCC(=C(C1=CC=CC=C1)C2=CC=C(C=C2)OCCN(C)C)C3=CC=CC=C3.C(C(=O)O)C(CC(=O)O)(C(=O)O)O. Drug 2: C1CCC(C(C1)N)N.C(=O)(C(=O)[O-])[O-].[Pt+4]. Cell line: EKVX. Synergy scores: CSS=4.52, Synergy_ZIP=-3.20, Synergy_Bliss=-0.289, Synergy_Loewe=0.334, Synergy_HSA=0.729. (6) Drug 1: CC1=C2C(C(=O)C3(C(CC4C(C3C(C(C2(C)C)(CC1OC(=O)C(C(C5=CC=CC=C5)NC(=O)OC(C)(C)C)O)O)OC(=O)C6=CC=CC=C6)(CO4)OC(=O)C)OC)C)OC. Drug 2: C1CNP(=O)(OC1)N(CCCl)CCCl. Cell line: BT-549. Synergy scores: CSS=50.3, Synergy_ZIP=3.32, Synergy_Bliss=0.973, Synergy_Loewe=-29.8, Synergy_HSA=0.995. (7) Drug 1: C1C(C(OC1N2C=C(C(=O)NC2=O)F)CO)O. Drug 2: CN1C2=C(C=C(C=C2)N(CCCl)CCCl)N=C1CCCC(=O)O.Cl. Cell line: 786-0. Synergy scores: CSS=6.97, Synergy_ZIP=-2.81, Synergy_Bliss=1.05, Synergy_Loewe=-15.6, Synergy_HSA=-0.237. (8) Drug 1: CC1=C(C=C(C=C1)NC2=NC=CC(=N2)N(C)C3=CC4=NN(C(=C4C=C3)C)C)S(=O)(=O)N.Cl. Drug 2: CC1=C2C(C(=O)C3(C(CC4C(C3C(C(C2(C)C)(CC1OC(=O)C(C(C5=CC=CC=C5)NC(=O)OC(C)(C)C)O)O)OC(=O)C6=CC=CC=C6)(CO4)OC(=O)C)OC)C)OC. Cell line: SW-620. Synergy scores: CSS=62.5, Synergy_ZIP=27.0, Synergy_Bliss=25.9, Synergy_Loewe=-12.9, Synergy_HSA=19.8.